Dataset: Full USPTO retrosynthesis dataset with 1.9M reactions from patents (1976-2016). Task: Predict the reactants needed to synthesize the given product. (1) Given the product [NH:35]1[C:34]2[CH:38]=[CH:39][C:31]([C:2]3[C:3]4[CH2:16][CH2:15][N:14]([C:17]5[CH:18]=[N:19][CH:20]=[CH:21][CH:22]=5)[C:4]=4[N:5]=[C:6]([N:8]4[CH2:13][CH2:12][O:11][CH2:10][CH2:9]4)[N:7]=3)=[CH:32][C:33]=2[N:37]=[CH:36]1, predict the reactants needed to synthesize it. The reactants are: Cl[C:2]1[C:3]2[CH2:16][CH2:15][N:14]([C:17]3[CH:18]=[N:19][CH:20]=[CH:21][CH:22]=3)[C:4]=2[N:5]=[C:6]([N:8]2[CH2:13][CH2:12][O:11][CH2:10][CH2:9]2)[N:7]=1.CC1(C)C(C)(C)OB([C:31]2[CH:39]=[CH:38][C:34]3[NH:35][CH:36]=[N:37][C:33]=3[CH:32]=2)O1.B(O)O. (2) Given the product [C:16]([O:15][C:14]([NH:13][CH2:12][CH2:11][NH:10][C:8]([C:5]1[CH:4]=[CH:3][C:2]([O:1][C@@H:22]2[CH2:27][CH2:26][C@H:25]([C:28]([O:30][CH2:31][CH3:32])=[O:29])[CH2:24][CH2:23]2)=[N:7][CH:6]=1)=[O:9])=[O:20])([CH3:17])([CH3:19])[CH3:18], predict the reactants needed to synthesize it. The reactants are: [OH:1][C:2]1[N:7]=[CH:6][C:5]([C:8]([NH:10][CH2:11][CH2:12][NH:13][C:14](=[O:20])[O:15][C:16]([CH3:19])([CH3:18])[CH3:17])=[O:9])=[CH:4][CH:3]=1.O[C@H:22]1[CH2:27][CH2:26][C@H:25]([C:28]([O:30][CH2:31][CH3:32])=[O:29])[CH2:24][CH2:23]1.C1(P(C2C=CC=CC=2)C2C=CC=CC=2)C=CC=CC=1.N(C(OCC)=O)=NC(OCC)=O. (3) Given the product [C:28]([NH:10][C:11]1[CH:26]=[CH:25][C:24]([Cl:27])=[CH:23][C:12]=1[C:13]([NH:15][CH2:16][CH:17]1[CH2:22][CH2:21][CH2:20][CH2:19][CH2:18]1)=[O:14])(=[O:35])[C:29]1[CH:34]=[CH:33][CH:32]=[CH:31][CH:30]=1, predict the reactants needed to synthesize it. The reactants are: C(N(C(C)C)CC)(C)C.[NH2:10][C:11]1[CH:26]=[CH:25][C:24]([Cl:27])=[CH:23][C:12]=1[C:13]([NH:15][CH2:16][CH:17]1[CH2:22][CH2:21][CH2:20][CH2:19][CH2:18]1)=[O:14].[C:28](Cl)(=[O:35])[C:29]1[CH:34]=[CH:33][CH:32]=[CH:31][CH:30]=1. (4) Given the product [O:13]1[CH:17]=[CH:16][CH:15]=[C:14]1[C:18]([N:6]1[CH2:5][CH2:4][NH:3][CH:2]([CH3:1])[CH2:7]1)=[O:19], predict the reactants needed to synthesize it. The reactants are: [CH3:1][CH:2]1[CH2:7][NH:6][CH2:5][CH2:4][NH:3]1.C([O-])(O)=O.[Na+].[O:13]1[CH:17]=[CH:16][CH:15]=[C:14]1[C:18](Cl)=[O:19]. (5) Given the product [C:1]([C:5]1[O:9][N:8]=[C:7]([NH:10][C:11]([NH:13][C:14]2[CH:19]=[CH:18][CH:17]=[C:16]([O:20][C:22]3[C:31]4[C:26](=[CH:27][CH:28]=[CH:29][C:30]=4[CH3:32])[N:25]=[CH:24][N:23]=3)[CH:15]=2)=[O:12])[CH:6]=1)([CH3:4])([CH3:2])[CH3:3], predict the reactants needed to synthesize it. The reactants are: [C:1]([C:5]1[O:9][N:8]=[C:7]([NH:10][C:11]([NH:13][C:14]2[CH:19]=[CH:18][CH:17]=[C:16]([OH:20])[CH:15]=2)=[O:12])[CH:6]=1)([CH3:4])([CH3:3])[CH3:2].Cl[C:22]1[C:31]2[C:26](=[CH:27][CH:28]=[CH:29][C:30]=2[CH3:32])[N:25]=[CH:24][N:23]=1. (6) Given the product [NH2:37][C:36]1[C:32]([NH:31][C:10](=[O:11])[C:9]2[CH:8]=[CH:7][C:6]([CH:5]([NH:15][C:16]([NH:18][C:19]3[CH:20]=[C:21]4[C:25](=[CH:26][CH:27]=3)[CH2:24][CH2:23][CH2:22]4)=[O:17])[CH2:4][CH2:3][N:2]([CH3:28])[CH3:1])=[CH:14][CH:13]=2)=[CH:33][S:34][CH:35]=1, predict the reactants needed to synthesize it. The reactants are: [CH3:1][N:2]([CH3:28])[CH2:3][CH2:4][CH:5]([NH:15][C:16]([NH:18][C:19]1[CH:20]=[C:21]2[C:25](=[CH:26][CH:27]=1)[CH2:24][CH2:23][CH2:22]2)=[O:17])[C:6]1[CH:14]=[CH:13][C:9]([C:10](O)=[O:11])=[CH:8][CH:7]=1.Cl.Cl.[NH2:31][C:32]1[C:36]([NH2:37])=[CH:35][S:34][CH:33]=1.C(N(CC)C(C)C)(C)C.CN(C(ON1N=NC2C=CC=NC1=2)=[N+](C)C)C.F[P-](F)(F)(F)(F)F. (7) Given the product [NH:4]1[CH:1]=[N:2][C:6]([S:7][C:47]2[C:48](=[O:55])[C:49]3[C:54](=[CH:53][CH:52]=[CH:51][CH:50]=3)/[C:45](=[N:44]/[S:41]([C:39]3[S:40][C:36]([Cl:35])=[CH:37][CH:38]=3)(=[O:43])=[O:42])/[CH:46]=2)=[N:5]1.[CH3:1][N:2]1[C:6]([S:7][C:8]2[C:17](=[O:18])[C:16]3[C:11](=[CH:12][CH:13]=[CH:14][CH:15]=3)/[C:10](=[N:19]/[S:20]([C:23]3[CH:28]=[CH:27][C:26]([C:29]4[CH:34]=[CH:33][CH:32]=[CH:31][CH:30]=4)=[CH:25][CH:24]=3)(=[O:21])=[O:22])/[CH:9]=2)=[N:5][N:4]=[N:3]1, predict the reactants needed to synthesize it. The reactants are: [CH3:1][N:2]1[C:6]([S:7][C:8]2[C:17](=[O:18])[C:16]3[C:11](=[CH:12][CH:13]=[CH:14][CH:15]=3)/[C:10](=[N:19]/[S:20]([C:23]3[CH:28]=[CH:27][C:26]([C:29]4[CH:34]=[CH:33][CH:32]=[CH:31][CH:30]=4)=[CH:25][CH:24]=3)(=[O:22])=[O:21])/[CH:9]=2)=[N:5][N:4]=[N:3]1.[Cl:35][C:36]1[S:40][C:39]([S:41](/[N:44]=[C:45]2\[CH:46]=[C:47](Cl)[C:48](=[O:55])[C:49]3[C:54]\2=[CH:53][CH:52]=[CH:51][CH:50]=3)(=[O:43])=[O:42])=[CH:38][CH:37]=1.SC1N=CNN=1.